From a dataset of Catalyst prediction with 721,799 reactions and 888 catalyst types from USPTO. Predict which catalyst facilitates the given reaction. (1) Reactant: [CH3:1][S:2]([N:5]1[CH2:10][CH2:9][N:8]([C:11]2[CH:16]=[CH:15][C:14]([C:17]#[C:18][Si:19]([CH3:22])([CH3:21])[CH3:20])=[CH:13][CH:12]=2)[CH2:7][CH2:6]1)(=[O:4])=[O:3].[Li+].C[Si]([N-][Si](C)(C)C)(C)C.Cl[Si](C)(C)C.[C:38]1([C@@H:44]([CH3:48])[CH2:45][CH:46]=O)[CH:43]=[CH:42][CH:41]=[CH:40][CH:39]=1.[NH2:49][OH:50]. Product: [OH:50][NH:49][CH:46]([CH2:45][C@@H:44]([C:38]1[CH:43]=[CH:42][CH:41]=[CH:40][CH:39]=1)[CH3:48])[CH2:1][S:2]([N:5]1[CH2:6][CH2:7][N:8]([C:11]2[CH:16]=[CH:15][C:14]([C:17]#[C:18][Si:19]([CH3:21])([CH3:20])[CH3:22])=[CH:13][CH:12]=2)[CH2:9][CH2:10]1)(=[O:4])=[O:3]. The catalyst class is: 1. (2) Reactant: [CH3:1][N:2]1[C:6]([C:7]([OH:9])=[O:8])=[CH:5][CH:4]=[N:3]1.[CH3:10][Si](C=[N+]=[N-])(C)C. Product: [CH3:10][O:8][C:7]([C:6]1[N:2]([CH3:1])[N:3]=[CH:4][CH:5]=1)=[O:9]. The catalyst class is: 442.